Dataset: Peptide-MHC class I binding affinity with 185,985 pairs from IEDB/IMGT. Task: Regression. Given a peptide amino acid sequence and an MHC pseudo amino acid sequence, predict their binding affinity value. This is MHC class I binding data. (1) The peptide sequence is GMFTNRSGSQ. The MHC is HLA-A26:01 with pseudo-sequence HLA-A26:01. The binding affinity (normalized) is 0. (2) The MHC is HLA-A68:02 with pseudo-sequence HLA-A68:02. The peptide sequence is ILSLETVKM. The binding affinity (normalized) is 0.152.